Dataset: Full USPTO retrosynthesis dataset with 1.9M reactions from patents (1976-2016). Task: Predict the reactants needed to synthesize the given product. (1) The reactants are: [Br:1][C:2]1[CH:14]=[CH:13][C:12]2[C:11]3[C:6](=[CH:7][CH:8]=[CH:9][CH:10]=3)[CH2:5][C:4]=2[CH:3]=1.CS(O)(=O)=O.[C:20]1([OH:26])[CH:25]=[CH:24][CH:23]=[CH:22][CH:21]=1. Given the product [Br:1][C:2]1[CH:14]=[CH:13][C:12]2[C:11]3[C:6](=[CH:7][CH:8]=[CH:9][CH:10]=3)[C:5]([C:23]3[CH:24]=[CH:25][C:20]([OH:26])=[CH:21][CH:22]=3)([C:23]3[CH:24]=[CH:25][C:20]([OH:26])=[CH:21][CH:22]=3)[C:4]=2[CH:3]=1, predict the reactants needed to synthesize it. (2) The reactants are: [Cl:1][C:2]1[CH:3]=[C:4]([C:9]2[N:13]([C:14]3[CH:19]=[CH:18][CH:17]=CN=3)[N:12]=[C:11]([C:20]([OH:22])=[O:21])[CH:10]=2)[CH:5]=[C:6]([F:8])[CH:7]=1.[ClH:23].Cl.ClC1C=C[N:29]=[CH:28]C=1NN. Given the product [Cl:1][C:2]1[CH:3]=[C:4]([C:9]2[N:13]([C:14]3[CH:28]=[N:29][C:17]([Cl:23])=[CH:18][CH:19]=3)[N:12]=[C:11]([C:20]([OH:22])=[O:21])[CH:10]=2)[CH:5]=[C:6]([F:8])[CH:7]=1, predict the reactants needed to synthesize it.